This data is from Forward reaction prediction with 1.9M reactions from USPTO patents (1976-2016). The task is: Predict the product of the given reaction. (1) Given the reactants COC1C=CC(C(C2C=CC(OC)=C(OC)C=2)=[CH:10][C:11]#[N:12])=CC=1[N+]([O-])=O.[CH3:26][O:27][C:28]1[CH:29]=[C:30]([C:37]([C:39]2[CH:44]=[C:43]([O:45][CH3:46])[C:42]([O:47][CH3:48])=[C:41]([O:49][CH3:50])[CH:40]=2)=O)[CH:31]=[CH:32][C:33]=1[N+:34]([O-:36])=[O:35].C[Si]([N-][Si](C)(C)C)(C)C.[Li+], predict the reaction product. The product is: [CH3:26][O:27][C:28]1[CH:29]=[C:30]([C:37]([C:39]2[CH:44]=[C:43]([O:45][CH3:46])[C:42]([O:47][CH3:48])=[C:41]([O:49][CH3:50])[CH:40]=2)=[CH:10][C:11]#[N:12])[CH:31]=[CH:32][C:33]=1[N+:34]([O-:36])=[O:35]. (2) Given the reactants Cl.[NH2:2][CH2:3][CH2:4][C:5]1[CH:10]=[CH:9][C:8]([S:11]([NH:14][C:15]2[S:16][C:17]([CH:20]([CH3:22])[CH3:21])=[N:18][N:19]=2)(=[O:13])=[O:12])=[CH:7][CH:6]=1.C(N(CC)C(C)C)(C)C.[CH3:32][O:33][C:34]1[CH:42]=[C:41]([C:43]([F:46])([F:45])[F:44])[CH:40]=[CH:39][C:35]=1[C:36](O)=[O:37].[B-](F)(F)(F)F.CCOC(/C(/C#N)=N/OC(N(C)C)=[N+](C)C)=O, predict the reaction product. The product is: [CH:20]([C:17]1[S:16][C:15]([NH:14][S:11]([C:8]2[CH:9]=[CH:10][C:5]([CH2:4][CH2:3][NH:2][C:36](=[O:37])[C:35]3[CH:39]=[CH:40][C:41]([C:43]([F:45])([F:46])[F:44])=[CH:42][C:34]=3[O:33][CH3:32])=[CH:6][CH:7]=2)(=[O:13])=[O:12])=[N:19][N:18]=1)([CH3:22])[CH3:21]. (3) Given the reactants [OH-:1].[Na+].[CH3:3][N:4]1[C:13]2[N:12]=[CH:11][N:10]=[C:9]([N:14]3[CH2:19][CH2:18][CH:17]([N:20]4[C:24]5[CH:25]=[CH:26][CH:27]=[CH:28][C:23]=5[NH:22][C:21]4=[O:29])[CH2:16][CH2:15]3)[C:8]=2[N:7]=[C:6](OC)[C:5]1=[O:32].Cl, predict the reaction product. The product is: [CH3:3][N:4]1[C:6]([C:5]([OH:32])=[O:1])=[N:7][C:8]2[C:13]1=[N:12][CH:11]=[N:10][C:9]=2[N:14]1[CH2:15][CH2:16][CH:17]([N:20]2[C:24]3[CH:25]=[CH:26][CH:27]=[CH:28][C:23]=3[NH:22][C:21]2=[O:29])[CH2:18][CH2:19]1.